This data is from CYP2C9 inhibition data for predicting drug metabolism from PubChem BioAssay. The task is: Regression/Classification. Given a drug SMILES string, predict its absorption, distribution, metabolism, or excretion properties. Task type varies by dataset: regression for continuous measurements (e.g., permeability, clearance, half-life) or binary classification for categorical outcomes (e.g., BBB penetration, CYP inhibition). Dataset: cyp2c9_veith. (1) The compound is COc1ccc(C(=O)N2CCC[C@@]3(CCN(c4ccccc4)C3)C2)cc1. The result is 0 (non-inhibitor). (2) The molecule is O=C1CCCC=C1[C@@H](O)COCc1ccccc1. The result is 0 (non-inhibitor). (3) The compound is O=C(O)/C=C(\CC(=O)O)C(=O)O. The result is 0 (non-inhibitor).